From a dataset of Forward reaction prediction with 1.9M reactions from USPTO patents (1976-2016). Predict the product of the given reaction. Given the reactants [C:1]([C:3]1[CH:4]=[C:5]2[C:9](=[CH:10][CH:11]=1)[NH:8][C:7](=[O:12])[CH:6]2[C:13]1[N:18]=[C:17]2[CH2:19][N:20](C(OC(C)(C)C)=O)[CH2:21][C:16]2=[CH:15][CH:14]=1)#[N:2].[ClH:29], predict the reaction product. The product is: [ClH:29].[N:18]1[C:13]([CH:6]2[C:5]3[C:9](=[CH:10][CH:11]=[C:3]([C:1]#[N:2])[CH:4]=3)[NH:8][C:7]2=[O:12])=[CH:14][CH:15]=[C:16]2[CH2:21][NH:20][CH2:19][C:17]=12.